This data is from TCR-epitope binding with 47,182 pairs between 192 epitopes and 23,139 TCRs. The task is: Binary Classification. Given a T-cell receptor sequence (or CDR3 region) and an epitope sequence, predict whether binding occurs between them. The epitope is KLSYGIATV. The TCR CDR3 sequence is CASSLVPSGGLTDTQYF. Result: 1 (the TCR binds to the epitope).